Dataset: Reaction yield outcomes from USPTO patents with 853,638 reactions. Task: Predict the reaction yield, written as a fraction of the theoretical maximum amount of product (1.0 means a 100% yield; for example, 0.34 means a 34% yield). (1) The reactants are [CH3:1][O:2][C:3]1[CH:10]=[C:9]([O:11][CH3:12])[CH:8]=[CH:7][C:4]=1[CH:5]=O.C1(P(C2C=CC=CC=2)C2C=CC=CC=2)C=CC=CC=1.[Br:32][C:33](Br)(Br)[Br:34]. The catalyst is ClCCl. The product is [CH3:12][O:11][C:9]1[CH:8]=[CH:7][C:4]([CH:5]=[C:33]([Br:34])[Br:32])=[C:3]([O:2][CH3:1])[CH:10]=1. The yield is 0.721. (2) The reactants are [CH:1]1([N:4]2[C:12]3[C:7](=[N:8][CH:9]=[CH:10][CH:11]=3)[NH:6][C:5]2=[O:13])[CH2:3][CH2:2]1.O[C@H:15]1[CH2:18][C@H:17]([NH:19][C:20](=[O:29])[O:21][CH2:22][C:23]2[CH:28]=[CH:27][CH:26]=[CH:25][CH:24]=2)[CH2:16]1.C1(P(C2C=CC=CC=2)C2C=CC=CC=2)C=CC=CC=1.N(C(OC(C)C)=O)=NC(OC(C)C)=O. The catalyst is C1COCC1.C(=O)(O)[O-].[Na+]. The product is [CH:1]1([N:4]2[C:12]3[C:7](=[N:8][CH:9]=[CH:10][CH:11]=3)[N:6]([C@H:15]3[CH2:18][C@H:17]([NH:19][C:20](=[O:29])[O:21][CH2:22][C:23]4[CH:24]=[CH:25][CH:26]=[CH:27][CH:28]=4)[CH2:16]3)[C:5]2=[O:13])[CH2:3][CH2:2]1. The yield is 0.780. (3) The reactants are Cl[C:2]([C@:4]12[CH2:39][CH2:38][C@@H:37]([C:40]([CH2:42][O:43][CH2:44][CH2:45][N:46]3[CH2:51][CH2:50][O:49][CH2:48][CH2:47]3)=[CH2:41])[C@@H:5]1[C@@H:6]1[C@@:19]([CH3:22])([CH2:20][CH2:21]2)[C@@:18]2([CH3:23])[C@@H:9]([C@:10]3([CH3:36])[C@@H:15]([CH2:16][CH2:17]2)[C:14]([CH3:25])([CH3:24])[C:13]([C:26]2[CH:35]=[CH:34][C:29]([C:30]([O:32][CH3:33])=[O:31])=[CH:28][CH:27]=2)=[CH:12][CH2:11]3)[CH2:8][CH2:7]1)=[O:3].C(OC(=O)CCNC([C@]12CC[C@@H](C(COCCN3CCOCC3)=C)[C@@H]1[C@@H]1[C@@](C)(CC2)[C@@]2(C)[C@@H]([C@]3(C)[C@@H](CC2)C(C)(C)C(C2C=CC(C(OC)=O)=CC=2)=CC3)CC1)=O)C.[NH2:110][CH2:111][CH2:112][NH:113][CH2:114][CH2:115][OH:116].C(N(C(C)C)CC)(C)C. The catalyst is ClCCCl. The product is [OH:116][CH2:115][CH2:114][NH:113][CH2:112][CH2:111][NH:110][C:2]([C@:4]12[CH2:39][CH2:38][C@@H:37]([C:40]([CH2:42][O:43][CH2:44][CH2:45][N:46]3[CH2:51][CH2:50][O:49][CH2:48][CH2:47]3)=[CH2:41])[C@@H:5]1[C@@H:6]1[C@@:19]([CH3:22])([CH2:20][CH2:21]2)[C@@:18]2([CH3:23])[C@@H:9]([C@:10]3([CH3:36])[C@@H:15]([CH2:16][CH2:17]2)[C:14]([CH3:25])([CH3:24])[C:13]([C:26]2[CH:35]=[CH:34][C:29]([C:30]([O:32][CH3:33])=[O:31])=[CH:28][CH:27]=2)=[CH:12][CH2:11]3)[CH2:8][CH2:7]1)=[O:3]. The yield is 0.539. (4) The reactants are [Cl:1][C:2]1[C:3]2[C:10](C)=[CH:9][NH:8][C:4]=2[N:5]=[CH:6][N:7]=1.[Cl:12]N1C(=O)CCC1=O. The catalyst is ClCCl. The product is [Cl:1][C:2]1[C:3]2[C:10]([Cl:12])=[CH:9][NH:8][C:4]=2[N:5]=[CH:6][N:7]=1. The yield is 0.830. (5) The catalyst is CS(C)=O.CCO. The yield is 0.900. The product is [CH:39]1([NH:44][C:45]2[CH:52]=[C:51]([N:53]3[C:61]4[CH2:60][C:59]([CH3:63])([CH3:62])[CH2:58][C:57](=[O:64])[C:56]=4[C:55]([CH3:65])=[N:54]3)[CH:50]=[C:49]([F:66])[C:46]=2[C:47]([NH2:48])=[O:21])[CH2:40][CH:41]=[CH:42][CH2:43]1. The reactants are FC1C=C(N2C3CC(C)(C)CC(=[O:21])C=3C(C)=N2)C=C(F)C=1C#N.C1(N)CC=CC1.CCN(C(C)C)C(C)C.[CH:39]1([NH:44][C:45]2[CH:52]=[C:51]([N:53]3[C:61]4[CH2:60][C:59]([CH3:63])([CH3:62])[CH2:58][C:57](=[O:64])[C:56]=4[C:55]([CH3:65])=[N:54]3)[CH:50]=[C:49]([F:66])[C:46]=2[C:47]#[N:48])[CH2:43][CH:42]=[CH:41][CH2:40]1.[OH-].[Na+].OO. (6) The reactants are [CH3:1][O:2][C:3](=[O:13])[C:4]1[CH:9]=[CH:8][C:7]([C:10](=[O:12])[CH3:11])=[CH:6][CH:5]=1.Br.CS(C)=[O:17]. The product is [O:17]=[CH:11][C:10]([C:7]1[CH:8]=[CH:9][C:4]([C:3]([O:2][CH3:1])=[O:13])=[CH:5][CH:6]=1)=[O:12]. The catalyst is O. The yield is 0.790.